From a dataset of Forward reaction prediction with 1.9M reactions from USPTO patents (1976-2016). Predict the product of the given reaction. Given the reactants [CH3:1][C:2]1[CH:11]=[CH:10][CH:9]=[C:8]2[C:3]=1[C:4](=[O:44])[N:5]([C:32]1[CH:37]=[CH:36][CH:35]=[C:34]([C:38]#[C:39][Si](C)(C)C)[CH:33]=1)[C:6]([CH:12]([NH:14][C:15]1[N:23]=[CH:22][N:21]=[C:20]3[C:16]=1[N:17]=[CH:18][N:19]3COCC[Si](C)(C)C)[CH3:13])=[N:7]2.Cl.C[OH:47], predict the reaction product. The product is: [C:38]([C:34]1[CH:33]=[C:32]([N:5]2[C:4](=[O:44])[C:3]3[C:8](=[CH:9][CH:10]=[CH:11][C:2]=3[CH3:1])[N:7]=[C:6]2[CH:12]([NH:14][C:15]2[N:23]=[CH:22][N:21]=[C:20]3[C:16]=2[N:17]=[CH:18][NH:19]3)[CH3:13])[CH:37]=[CH:36][CH:35]=1)(=[O:47])[CH3:39].